This data is from Full USPTO retrosynthesis dataset with 1.9M reactions from patents (1976-2016). The task is: Predict the reactants needed to synthesize the given product. (1) Given the product [Cl:33][C:29]1[CH:30]=[C:31]([F:32])[C:26]([NH:1][CH2:2][C@@H:3]2[C@H:8]([CH3:9])[CH2:7][CH2:6][CH2:5][N:4]2[C:10]([C:12]2[CH:17]=[C:16]([CH3:18])[CH:15]=[CH:14][C:13]=2[C:19]2[CH:20]=[N:21][N:22]([CH3:24])[CH:23]=2)=[O:11])=[N:27][CH:28]=1, predict the reactants needed to synthesize it. The reactants are: [NH2:1][CH2:2][C@@H:3]1[C@H:8]([CH3:9])[CH2:7][CH2:6][CH2:5][N:4]1[C:10]([C:12]1[CH:17]=[C:16]([CH3:18])[CH:15]=[CH:14][C:13]=1[C:19]1[CH:20]=[N:21][N:22]([CH3:24])[CH:23]=1)=[O:11].Br[C:26]1[C:31]([F:32])=[CH:30][C:29]([Cl:33])=[CH:28][N:27]=1. (2) Given the product [CH2:1]([C:3]1[CH:4]=[N:5][C:6]([N:9]2[CH2:14][CH2:13][CH:12]([C@H:15]3[CH2:17][C@H:16]3[CH2:18][CH2:19][O:20][C:21]3[CH:26]=[CH:25][C:24]([CH2:27][C:28]([OH:30])=[O:29])=[C:23]([F:32])[CH:22]=3)[CH2:11][CH2:10]2)=[N:7][CH:8]=1)[CH3:2], predict the reactants needed to synthesize it. The reactants are: [CH2:1]([C:3]1[CH:4]=[N:5][C:6]([N:9]2[CH2:14][CH2:13][CH:12]([C@H:15]3[CH2:17][C@H:16]3[CH2:18][CH2:19][O:20][C:21]3[CH:26]=[CH:25][C:24]([CH2:27][C:28]([O:30]C)=[O:29])=[C:23]([F:32])[CH:22]=3)[CH2:11][CH2:10]2)=[N:7][CH:8]=1)[CH3:2].CO.[OH-].[Li+].Cl. (3) Given the product [Cl:17][C:2]1[S:3][C:4]2[CH:10]=[C:9]([Cl:11])[CH:8]=[CH:7][C:5]=2[N:6]=1, predict the reactants needed to synthesize it. The reactants are: N[C:2]1[S:3][C:4]2[CH:10]=[C:9]([Cl:11])[CH:8]=[CH:7][C:5]=2[N:6]=1.N([O-])=O.[Na+].[Na+].[Cl-:17].CCOCC. (4) Given the product [Cl:25][C:22]1[CH:21]=[CH:20][C:19]([N:17]([CH3:18])[C:14]2[CH:15]=[CH:16][C:11]([C:10]([C:8]3[CH:7]=[CH:6][C:5]([N:27]4[C:31]([C:32]5[CH:33]=[CH:34][CH:35]=[CH:36][CH:37]=5)=[CH:30][N:29]=[N:28]4)=[C:4]([CH:9]=3)[C:3]([OH:38])=[O:2])=[O:26])=[N:12][CH:13]=2)=[CH:24][CH:23]=1, predict the reactants needed to synthesize it. The reactants are: C[O:2][C:3](=[O:38])[C:4]1[CH:9]=[C:8]([C:10](=[O:26])[C:11]2[CH:16]=[CH:15][C:14]([N:17]([C:19]3[CH:24]=[CH:23][C:22]([Cl:25])=[CH:21][CH:20]=3)[CH3:18])=[CH:13][N:12]=2)[CH:7]=[CH:6][C:5]=1[N:27]1[C:31]([C:32]2[CH:37]=[CH:36][CH:35]=[CH:34][CH:33]=2)=[CH:30][N:29]=[N:28]1.[OH-].[Na+].Cl. (5) Given the product [F:27][C:23]1[C:22]([C:28]2[CH:33]=[CH:32][CH:31]=[C:30]([CH3:34])[CH:29]=2)=[C:21]([C@H:7]([O:6][CH2:5][CH2:4][OH:3])[C@@H:8]2[O:13][CH2:12][CH2:11][N:10]([C:14]([O:16][C:17]([CH3:18])([CH3:19])[CH3:20])=[O:15])[CH2:9]2)[CH:26]=[CH:25][CH:24]=1, predict the reactants needed to synthesize it. The reactants are: C([O:3][C:4](=O)[CH2:5][O:6][C@@H:7]([C:21]1[CH:26]=[CH:25][CH:24]=[C:23]([F:27])[C:22]=1[C:28]1[CH:33]=[CH:32][CH:31]=[C:30]([CH3:34])[CH:29]=1)[C@@H:8]1[O:13][CH2:12][CH2:11][N:10]([C:14]([O:16][C:17]([CH3:20])([CH3:19])[CH3:18])=[O:15])[CH2:9]1)C.[BH4-].[Na+]. (6) Given the product [C:1]1([N:7]2[CH:12]=[CH:11][C:10]([CH2:13][CH2:14][CH2:15][C:16]3[N:17]=[N:18][NH:19][CH:20]=3)=[C:9]([OH:21])[C:8]2=[O:29])[CH:2]=[CH:3][CH:4]=[CH:5][CH:6]=1, predict the reactants needed to synthesize it. The reactants are: [C:1]1([N:7]2[CH:12]=[CH:11][C:10]([CH2:13][CH2:14][CH2:15][C:16]3[N:17]=[N:18][NH:19][CH:20]=3)=[C:9]([O:21]CC3C=CC=CC=3)[C:8]2=[O:29])[CH:6]=[CH:5][CH:4]=[CH:3][CH:2]=1.[H][H].